Predict the reaction yield, written as a fraction of the theoretical maximum amount of product (1.0 means a 100% yield; for example, 0.34 means a 34% yield). From a dataset of Reaction yield outcomes from USPTO patents with 853,638 reactions. (1) The yield is 0.700. The catalyst is N1C2C(=CC=CC=2)C=CC=1. The reactants are [C:1]([N:4]1[CH2:9][CH2:8][N:7]([C:10]2[C:18]3[CH:17]=[C:16](C(O)=O)[S:15][C:14]=3[CH:13]=[CH:12][CH:11]=2)[CH2:6][CH2:5]1)(=[O:3])[CH3:2]. The product is [S:15]1[CH:16]=[CH:17][C:18]2[C:10]([N:7]3[CH2:6][CH2:5][N:4]([C:1](=[O:3])[CH3:2])[CH2:9][CH2:8]3)=[CH:11][CH:12]=[CH:13][C:14]1=2. (2) The reactants are [CH3:1][C:2]1[C:7]([CH3:8])=[C:6]([OH:9])[CH:5]=[CH:4][C:3]=1[OH:10].[OH-].[Na+]. The catalyst is O.CC(OC)(C)C. The product is [CH3:1][C:2]1[C:3](=[O:10])[CH:4]=[CH:5][C:6](=[O:9])[C:7]=1[CH3:8]. The yield is 0.880. (3) The reactants are [NH2:1][C:2]1[S:3][C:4]([CH2:11][CH3:12])=[CH:5][C:6]=1[C:7]([O:9]C)=O.[N:13]([CH2:16][C:17]1[CH:22]=[CH:21][CH:20]=[CH:19][CH:18]=1)=[C:14]=[O:15].[H-].[Na+].Cl. The catalyst is O.O1CCCC1. The product is [CH2:16]([N:13]1[C:7](=[O:9])[C:6]2[CH:5]=[C:4]([CH2:11][CH3:12])[S:3][C:2]=2[NH:1][C:14]1=[O:15])[C:17]1[CH:22]=[CH:21][CH:20]=[CH:19][CH:18]=1. The yield is 0.250. (4) The reactants are [NH2:1][C:2]1[CH:14]=[CH:13][C:5]([CH:6]=[CH:7][C:8]([O:10][CH2:11][CH3:12])=[O:9])=[CH:4][CH:3]=1.[N:15]1[CH:20]=[CH:19]C=CC=1.[OH-].[Na+].[C:23]([O-:26])(O)=O.[Na+].[CH2:28](Cl)Cl. No catalyst specified. The product is [CH2:11]([O:10][C:8](=[O:9])/[CH:7]=[CH:6]/[C:5]1[CH:4]=[CH:3][C:2]([NH:1][C:23](=[O:26])[C:20]([NH2:15])([CH3:19])[CH3:28])=[CH:14][CH:13]=1)[CH3:12]. The yield is 1.01. (5) The reactants are CO.[CH3:3][C:4]([S:37]([CH3:40])(=[O:39])=[O:38])([CH2:15][CH2:16][N:17]1[CH:22]=[CH:21][C:20]([C:23]2[CH:28]=[CH:27][C:26]([O:29][C:30]3[CH:35]=[CH:34][CH:33]=[CH:32][N:31]=3)=[CH:25][CH:24]=2)=[CH:19][C:18]1=[O:36])[C:5]([NH:7][O:8]C1CCCCO1)=[O:6]. The catalyst is Cl.O1CCOCC1. The product is [OH:8][NH:7][C:5](=[O:6])[C:4]([CH3:3])([S:37]([CH3:40])(=[O:39])=[O:38])[CH2:15][CH2:16][N:17]1[CH:22]=[CH:21][C:20]([C:23]2[CH:24]=[CH:25][C:26]([O:29][C:30]3[CH:35]=[CH:34][CH:33]=[CH:32][N:31]=3)=[CH:27][CH:28]=2)=[CH:19][C:18]1=[O:36]. The yield is 0.880. (6) The reactants are [N+]([C:4]([CH3:15])=[CH:5][C:6]1[CH:11]=[CH:10][CH:9]=[CH:8][C:7]=1[N+:12]([O-])=O)([O-])=O.[H][H]. The catalyst is [Pd]. The product is [CH3:15][C:4]1[NH:12][C:7]2[C:6]([CH:5]=1)=[CH:11][CH:10]=[CH:9][CH:8]=2. The yield is 0.640.